This data is from Forward reaction prediction with 1.9M reactions from USPTO patents (1976-2016). The task is: Predict the product of the given reaction. Given the reactants [C:1]1(/[C:7](=[N:9]/[NH:10][C:11](=[O:18])[C:12]2[CH:17]=[CH:16][CH:15]=[CH:14][CH:13]=2)/[CH3:8])[CH:6]=[CH:5][CH:4]=[CH:3][CH:2]=1.CS(O)(=O)=O.O.[H][H], predict the reaction product. The product is: [C:1]1([CH:7]([NH:9][NH:10][C:11](=[O:18])[C:12]2[CH:13]=[CH:14][CH:15]=[CH:16][CH:17]=2)[CH3:8])[CH:2]=[CH:3][CH:4]=[CH:5][CH:6]=1.